This data is from Reaction yield outcomes from USPTO patents with 853,638 reactions. The task is: Predict the reaction yield, written as a fraction of the theoretical maximum amount of product (1.0 means a 100% yield; for example, 0.34 means a 34% yield). (1) The reactants are [CH3:1][N:2]([CH2:4][CH2:5][N:6]1[C:20](=[O:21])[C:15]2=[CH:16][C:17]([NH2:19])=[CH:18][C:13]3[C:14]2=[C:9]([CH:10]=[CH:11][CH:12]=3)[C:7]1=[O:8])[CH3:3].[F:22][C:23]([F:35])([F:34])[O:24][C:25]1[CH:30]=[CH:29][C:28]([N:31]=[C:32]=[O:33])=[CH:27][CH:26]=1. The catalyst is C(#N)C. The product is [CH3:3][N:2]([CH3:1])[CH2:4][CH2:5][N:6]1[C:20](=[O:21])[C:15]2[CH:16]=[C:17]([NH:19][C:32]([NH:31][C:28]3[CH:29]=[CH:30][C:25]([O:24][C:23]([F:22])([F:34])[F:35])=[CH:26][CH:27]=3)=[O:33])[CH:18]=[C:13]3[C:14]=2[C:9](=[CH:10][CH:11]=[CH:12]3)[C:7]1=[O:8]. The yield is 0.690. (2) The reactants are [Cl:1][C:2]1[CH:3]=[C:4]([CH:9]([C:24]([F:27])([F:26])[F:25])/[CH:10]=[CH:11]/[C:12]2[CH:22]=[CH:21][C:15]([C:16]([O:18]CC)=[O:17])=[C:14]([CH3:23])[CH:13]=2)[CH:5]=[C:6]([Cl:8])[CH:7]=1.Cl. The catalyst is O1CCOCC1. The product is [Cl:1][C:2]1[CH:3]=[C:4]([CH:9]([C:24]([F:27])([F:25])[F:26])/[CH:10]=[CH:11]/[C:12]2[CH:22]=[CH:21][C:15]([C:16]([OH:18])=[O:17])=[C:14]([CH3:23])[CH:13]=2)[CH:5]=[C:6]([Cl:8])[CH:7]=1. The yield is 0.500.